This data is from hERG Central: cardiac toxicity at 1µM, 10µM, and general inhibition. The task is: Predict hERG channel inhibition at various concentrations. (1) The molecule is C[n+]1c2n(c3ccccc31)N=C(c1ccc(Cl)cc1)CS2.[Br-]. Results: hERG_inhib (hERG inhibition (general)): blocker. (2) The drug is Cc1ccsc1CN(C(=O)c1ccc([N+](=O)[O-])cc1)C1CCS(=O)(=O)C1. Results: hERG_inhib (hERG inhibition (general)): blocker. (3) The drug is C=C(C)CNC(=S)N/N=C1\CCCCc2ccccc21. Results: hERG_inhib (hERG inhibition (general)): blocker. (4) The compound is CCN(CC)S(=O)(=O)c1ccc(N2CCOCC2)c(NC(=S)NC(=O)c2ccco2)c1. Results: hERG_inhib (hERG inhibition (general)): blocker. (5) The compound is CCOc1ccc(C(=O)N2CCN(c3cnn(-c4ccccc4)c(=O)c3Cl)CC2)cc1. Results: hERG_inhib (hERG inhibition (general)): blocker.